This data is from Forward reaction prediction with 1.9M reactions from USPTO patents (1976-2016). The task is: Predict the product of the given reaction. (1) Given the reactants [CH3:1][S:2][CH2:3][CH:4]([N:11]1[CH:15]=[C:14]([NH2:16])[CH:13]=[N:12]1)[C:5]1[CH:10]=[CH:9][CH:8]=[CH:7][CH:6]=1.[CH3:17][C:18]1([CH3:38])[CH2:26][C:25]2[N:24]([CH2:27][O:28][CH2:29][CH2:30][Si:31]([CH3:34])([CH3:33])[CH3:32])[N:23]=[C:22]([C:35](O)=[O:36])[C:21]=2[CH2:20][CH2:19]1.CN(C(ON1N=NC2C=CC=NC1=2)=[N+](C)C)C.F[P-](F)(F)(F)(F)F.CCN(C(C)C)C(C)C, predict the reaction product. The product is: [CH3:17][C:18]1([CH3:38])[CH2:26][C:25]2[N:24]([CH2:27][O:28][CH2:29][CH2:30][Si:31]([CH3:33])([CH3:32])[CH3:34])[N:23]=[C:22]([C:35]([NH:16][C:14]3[CH:13]=[N:12][N:11]([CH:4]([C:5]4[CH:10]=[CH:9][CH:8]=[CH:7][CH:6]=4)[CH2:3][S:2][CH3:1])[CH:15]=3)=[O:36])[C:21]=2[CH2:20][CH2:19]1. (2) Given the reactants [CH2:1]([O:3][C:4]([N:6]1[C:15]2[C:10](=[N:11][C:12]([O:16][CH3:17])=[CH:13][CH:14]=2)[C@@H:9]([NH:18][C:19]2[N:24]=[C:23]([CH2:25][C:26]3[CH:31]=[C:30]([C:32]([F:35])([F:34])[F:33])[CH:29]=[C:28]([C:36]([F:39])([F:38])[F:37])[CH:27]=3)[C:22]([CH2:40][CH2:41][CH2:42]Br)=[CH:21][N:20]=2)[CH2:8][C@H:7]1[CH2:44][CH3:45])=[O:5])[CH3:2].[NH:46]1[CH2:51][CH2:50][O:49][CH2:48][CH2:47]1, predict the reaction product. The product is: [CH2:1]([O:3][C:4]([N:6]1[C:15]2[C:10](=[N:11][C:12]([O:16][CH3:17])=[CH:13][CH:14]=2)[C@@H:9]([NH:18][C:19]2[N:24]=[C:23]([CH2:25][C:26]3[CH:31]=[C:30]([C:32]([F:35])([F:34])[F:33])[CH:29]=[C:28]([C:36]([F:39])([F:38])[F:37])[CH:27]=3)[C:22]([CH2:40][CH2:41][CH2:42][N:46]3[CH2:51][CH2:50][O:49][CH2:48][CH2:47]3)=[CH:21][N:20]=2)[CH2:8][C@H:7]1[CH2:44][CH3:45])=[O:5])[CH3:2]. (3) Given the reactants [NH2:1][C:2]1[CH:9]=[CH:8][C:5]([C:6]#[N:7])=[C:4]([O:10][CH2:11][CH:12]([OH:16])[CH2:13][CH2:14][NH2:15])[CH:3]=1.[C:17]([OH:23])([C:19]([F:22])([F:21])[F:20])=[O:18].[Cl:24][C:25]1[N:26]=[C:27](Cl)[C:28]2[CH2:33][CH2:32][CH:31]([C:34]3[CH:39]=[CH:38][C:37]([F:40])=[CH:36][CH:35]=3)[C:29]=2[N:30]=1.C(N(C(C)C)C(C)C)C, predict the reaction product. The product is: [NH2:1][C:2]1[CH:9]=[CH:8][C:5]([C:6]#[N:7])=[C:4]([O:10][CH2:11][CH:12]([OH:16])[CH2:13][CH2:14][NH:15][C:27]2[C:28]3[CH2:33][CH2:32][CH:31]([C:34]4[CH:35]=[CH:36][C:37]([F:40])=[CH:38][CH:39]=4)[C:29]=3[N:30]=[C:25]([Cl:24])[N:26]=2)[CH:3]=1.[C:17]([OH:23])([C:19]([F:22])([F:21])[F:20])=[O:18]. (4) Given the reactants [CH2:1]([O:3][C:4]([C:6]1[CH:7]=[C:8]2[C:13](=[CH:14][CH:15]=1)[NH:12][CH:11]([C:16]1[CH:21]=[CH:20][CH:19]=[C:18](Br)[CH:17]=1)[C:10]([CH3:24])([CH3:23])[CH2:9]2)=[O:5])[CH3:2].[CH3:25][N:26]1[CH2:31][CH2:30][NH:29][CH2:28][CH2:27]1.Cl.CN(C)CC(O)=O.C(=O)([O-])[O-].[K+].[K+], predict the reaction product. The product is: [CH2:1]([O:3][C:4]([C:6]1[CH:7]=[C:8]2[C:13](=[CH:14][CH:15]=1)[NH:12][CH:11]([C:16]1[CH:21]=[CH:20][CH:19]=[C:18]([N:29]3[CH2:30][CH2:31][N:26]([CH3:25])[CH2:27][CH2:28]3)[CH:17]=1)[C:10]([CH3:24])([CH3:23])[CH2:9]2)=[O:5])[CH3:2]. (5) Given the reactants [Na+].[I-].[C:3]([O:7][C:8](=[O:29])[N:9]([C@H:11]([C:13](=[O:28])[NH:14][CH:15]1[C:21](=[O:22])[NH:20][C:19]2[CH:23]=[C:24]([Br:27])[CH:25]=[CH:26][C:18]=2[CH2:17][CH2:16]1)[CH3:12])[CH3:10])([CH3:6])([CH3:5])[CH3:4].[CH2:30](Br)[C:31]1[CH:36]=[CH:35][CH:34]=[CH:33][CH:32]=1, predict the reaction product. The product is: [C:3]([O:7][C:8](=[O:29])[N:9]([C@H:11]([C:13](=[O:28])[NH:14][C@@H:15]1[C:21](=[O:22])[N:20]([CH2:30][C:31]2[CH:36]=[CH:35][CH:34]=[CH:33][CH:32]=2)[C:19]2[CH:23]=[C:24]([Br:27])[CH:25]=[CH:26][C:18]=2[CH2:17][CH2:16]1)[CH3:12])[CH3:10])([CH3:4])([CH3:5])[CH3:6]. (6) Given the reactants [Cl:1][C:2]1[C:7]([C:8]2[CH:13]=[CH:12][C:11]([F:14])=[CH:10][CH:9]=2)=[CH:6][C:5]([OH:15])=[CH:4][CH:3]=1.[I:16]N1C(=O)CCC1=O, predict the reaction product. The product is: [Cl:1][C:2]1[C:7]([C:8]2[CH:13]=[CH:12][C:11]([F:14])=[CH:10][CH:9]=2)=[CH:6][C:5]([OH:15])=[C:4]([I:16])[CH:3]=1. (7) Given the reactants [CH2:1]1[CH:5]2[CH2:6][NH:7][CH2:8][CH:4]2[CH2:3][N:2]1[C:9]1[CH:10]=[CH:11][C:12]2[N:13]([C:15]([C:18]([F:21])([F:20])[F:19])=[N:16][N:17]=2)[N:14]=1.[F:22][C:23]1[CH:30]=[CH:29][C:26]([CH:27]=O)=[CH:25][CH:24]=1, predict the reaction product. The product is: [F:22][C:23]1[CH:30]=[CH:29][C:26]([CH2:27][N:7]2[CH2:8][CH:4]3[CH:5]([CH2:1][N:2]([C:9]4[CH:10]=[CH:11][C:12]5[N:13]([C:15]([C:18]([F:20])([F:21])[F:19])=[N:16][N:17]=5)[N:14]=4)[CH2:3]3)[CH2:6]2)=[CH:25][CH:24]=1. (8) Given the reactants FC(F)(F)[C:3]1([C:7]([OH:9])=O)[CH2:6][CH2:5][CH2:4]1.O=S(Cl)Cl.[Cl:16][C:17]1[CH:18]=[CH:19][C:20]([C@:23]([C:32]2[CH:37]=[C:36]([O:38][C:39]([F:44])([F:43])[CH:40]([F:42])[F:41])[CH:35]=[C:34]([F:45])[CH:33]=2)([NH2:31])[CH2:24][C:25]2[CH:30]=[CH:29][CH:28]=[CH:27][CH:26]=2)=[N:21][CH:22]=1, predict the reaction product. The product is: [Cl:16][C:17]1[CH:18]=[CH:19][C:20]([C:23]([NH:31][C:7]([CH:3]2[CH2:4][CH2:5][CH2:6]2)=[O:9])([C:32]2[CH:37]=[C:36]([O:38][C:39]([F:43])([F:44])[CH:40]([F:42])[F:41])[CH:35]=[C:34]([F:45])[CH:33]=2)[CH2:24][C:25]2[CH:30]=[CH:29][CH:28]=[CH:27][CH:26]=2)=[N:21][CH:22]=1. (9) The product is: [CH:8]1[C:9]2[C:17]3[CH2:18][CH2:19][NH:13][CH2:14][CH2:15][C:16]=3[N:1]3[C:10]=2[C:5]([CH2:4][CH2:3][CH2:2]3)=[CH:6][CH:7]=1. Given the reactants [NH:1]1[C:10]2[C:5](=[CH:6][CH:7]=[CH:8][CH:9]=2)[CH:4]=[CH:3][CH:2]1N.Cl.[NH:13]1[CH2:19][CH2:18][CH2:17][C:16](=O)[CH2:15][CH2:14]1.Cl, predict the reaction product. (10) Given the reactants Br[CH2:2][CH2:3][CH2:4][CH2:5][N:6]1[C:10]2[CH:11]=[CH:12][CH:13]=[CH:14][C:9]=2[N:8]([C:15]2[CH:20]=[CH:19][CH:18]=[CH:17][CH:16]=2)[S:7]1(=[O:22])=[O:21].[CH3:23][NH2:24], predict the reaction product. The product is: [O:21]=[S:7]1(=[O:22])[N:6]([CH2:5][CH2:4][CH2:3][CH2:2][NH:24][CH3:23])[C:10]2[CH:11]=[CH:12][CH:13]=[CH:14][C:9]=2[N:8]1[C:15]1[CH:20]=[CH:19][CH:18]=[CH:17][CH:16]=1.